This data is from Catalyst prediction with 721,799 reactions and 888 catalyst types from USPTO. The task is: Predict which catalyst facilitates the given reaction. Reactant: FC(F)(F)[C:3]([N:5]([C@H:7]1[CH2:16][CH2:15][C:14]2[C:9](=[C:10]([O:29][CH3:30])[CH:11]=[CH:12][C:13]=2[S:17]([N:20]2[C:24]3=[N:25][CH:26]=[CH:27][CH:28]=[C:23]3[CH:22]=[CH:21]2)(=[O:19])=[O:18])[CH2:8]1)C)=O.N. Product: [CH3:30][O:29][C:10]1[CH:11]=[CH:12][C:13]([S:17]([N:20]2[C:24]3=[N:25][CH:26]=[CH:27][CH:28]=[C:23]3[CH:22]=[CH:21]2)(=[O:18])=[O:19])=[C:14]2[C:9]=1[CH2:8][C@@H:7]([NH:5][CH3:3])[CH2:16][CH2:15]2. The catalyst class is: 5.